Dataset: Choline transporter screen with 302,306 compounds. Task: Binary Classification. Given a drug SMILES string, predict its activity (active/inactive) in a high-throughput screening assay against a specified biological target. The compound is Clc1cc(n2n(O)\c(=N/c3cc(cc(c3)C)C)c(n2)[N+]([O-])=O)ccc1. The result is 0 (inactive).